From a dataset of Drug-target binding data from BindingDB using Ki measurements. Regression. Given a target protein amino acid sequence and a drug SMILES string, predict the binding affinity score between them. We predict pKi (pKi = -log10(Ki in M); higher means stronger inhibition). Dataset: bindingdb_ki. (1) The drug is CCOc1ccc(Cc2nc3cc([N+](=O)[O-])ccc3n2CCN(CC)CC)cc1. The target protein (Q9MYW9) has sequence MDSSAVPTNASNCTDALAHSSCSPARSPGSWVNLSHLDGNLSDPCGPNRTDLGGRDSLCPPTGSPSMITAITIMALYSIVCVVGLFGNFLVMYVIVRYTKMKTATNIYIFNLALADALVTSTLPFQSVNYLMGTWPFGTILCKIVISIDYYNMSTSIFTLCTMSVDRYIAVCHPVKALDFRTPRNAKIINVCNWILSSAIGLPVMFMATTKYRQGSIDCTLTFSHPSWYWENLLKICVFIFAFIMPVLIITVCYGLMILRLKSVRMLSGSKEKDRNLRRITRMVLVVVAVFIICWTPIHIYVIIKALVTIPETTFQTVSWHFCIALGYTNSCLNPVLYAFLDEDFKRCFREFCIPTSSNIEQQNSTRIRQNTRDHPSTANTVDRTNHQLENLEAETAPLP. The pKi is 9.9. (2) The compound is CCC(C)[C@H](NC(=O)[C@@H]1CCCN1C(=O)[C@@H](N)Cc1ccc(O)cc1)C(=O)N[C@@H](CCCCN)C(=O)N1CCC[C@H]1C(=O)N[C@@H](CCC(=O)O)C(=O)N[C@@H](C)C(=O)N1CCC[C@H]1C(=O)NCC(=O)N[C@@H](CCC(=O)O)C(=O)N[C@@H](CC(=O)O)C(=O)N[C@@H](C)C(=O)N[C@@H](CO)C(=O)N1CCC[C@H]1C(=O)N[C@@H](CCC(=O)O)C(=O)N[C@@H](CCC(=O)O)C(=O)N[C@@H](CC(C)C)C(=O)N[C@@H](CC(N)=O)C(=O)N[C@@H](CCCN=C(N)N)C(=O)N[C@@H](Cc1ccc(O)cc1)C(=O)N[C@@H](Cc1ccc(O)cc1)C(=O)N[C@@H](C)C(=O)N[C@@H](CO)C(=O)N[C@@H](CC(C)C)C(=O)N[C@@H](CCCN=C(N)N)C(=O)N[C@@H](Cc1c[nH]cn1)C(=O)N[C@@H](Cc1ccc(O)cc1)C(=O)N[C@@H](CC(C)C)C(=O)N[C@@H](CC(N)=O)C(=O)N[C@@H](CC(C)C)C(=O)N[C@H](C(=O)N[C@H](C(=O)N[C@@H](CCCN=C(N)N)C(=O)N[C@@H](CCC(N)=O)C(=O)N[C@@H](CCCN=C(N)N)C(=O)N[C@@H](Cc1ccc(O)cc1)C(=O)O)[C@@H](C)O)C(C)C. The target protein (P07808) has sequence MMLGNKRMGLCGLTLALSLLVCLGILAEGYPSKPDNPGEDAPAEDMARYYSALRHYINLITRQRYGKRSSPETLISDLLMRESTENAPRTRLEDPSMW. The pKi is 6.0. (3) The drug is COc1cc(-c2ccc(-c3[nH]nc4c3C(=O)c3ccccc3-4)cc2)ccc1O. The target protein sequence is AVPFVEDWDLVQTLGEGAYGEVQLAVNRVTEEAVAVKIVDMKRAVDCPENIKKEICINKMLNHENVVKFYGHRREGNIQYLFLEYCSGGELFDRIEPDIGMPEPDAQRFFHQLMAGVVYLHGIGITHRDIKPENLLLDERDNLKISDFGLATVFRYNNRERLLNKMCGTLPYVAPELLKRREFHAEPVDVWSCGIVLTAMLAGELPWDQPSDSCQEYSDWKEKKTYLNPWKKIDSAPLALLHKILVENPSARITIPDIKKDRWYNKPLKKGAKRPRVTS. The pKi is 5.0.